Dataset: Catalyst prediction with 721,799 reactions and 888 catalyst types from USPTO. Task: Predict which catalyst facilitates the given reaction. (1) Reactant: C([O:3][CH2:4][CH2:5][O:6][NH:7][C:8]([C:10]1[C:11]([NH:21][C:22]2[CH:27]=[CH:26][C:25]([Br:28])=[CH:24][C:23]=2[Cl:29])=[C:12]([F:20])[C:13]2[O:17][N:16]=[C:15]([CH3:18])[C:14]=2[CH:19]=1)=[O:9])=C.Cl.[OH-].[Na+]. Product: [OH:3][CH2:4][CH2:5][O:6][NH:7][C:8]([C:10]1[C:11]([NH:21][C:22]2[CH:27]=[CH:26][C:25]([Br:28])=[CH:24][C:23]=2[Cl:29])=[C:12]([F:20])[C:13]2[O:17][N:16]=[C:15]([CH3:18])[C:14]=2[CH:19]=1)=[O:9]. The catalyst class is: 351. (2) Reactant: [F:1][C:2]1[CH:7]=[CH:6][C:5]([N:8]2[CH2:17][CH2:16][C:15]3[C:10](=[CH:11][CH:12]=[C:13]([OH:18])[CH:14]=3)[CH:9]2[CH2:19][C:20]2[CH:25]=[CH:24][C:23]([O:26][CH2:27][CH2:28][CH:29]3[CH2:34][CH2:33][CH2:32][CH2:31][NH:30]3)=[CH:22][CH:21]=2)=[CH:4][CH:3]=1.[H-].[Na+].Br[CH2:38][C:39]([NH2:41])=[O:40]. Product: [C:39]([CH2:38][NH:41][C:39](=[O:40])[CH2:38][O:18][C:13]1[CH:14]=[C:15]2[C:10](=[CH:11][CH:12]=1)[CH:9]([CH2:19][C:20]1[CH:25]=[CH:24][C:23]([O:26][CH2:27][CH2:28][CH:29]3[CH2:34][CH2:33][CH2:32][CH2:31][NH:30]3)=[CH:22][CH:21]=1)[N:8]([C:5]1[CH:6]=[CH:7][C:2]([F:1])=[CH:3][CH:4]=1)[CH2:17][CH2:16]2)(=[O:40])[NH2:41]. The catalyst class is: 118.